From a dataset of Full USPTO retrosynthesis dataset with 1.9M reactions from patents (1976-2016). Predict the reactants needed to synthesize the given product. (1) The reactants are: [Cl:1][C:2]1[C:3]([O:32][CH3:33])=[C:4](/[C:17](/[CH2:30][CH3:31])=[C:18](/[F:29])\[CH:19]=[CH:20]\[C:21](\[CH3:28])=[CH:22]\[C:23]([O:25]CC)=[O:24])[CH:5]=[C:6]2[C:11]=1[O:10][C:9]([CH3:13])([CH3:12])[CH:8]=[C:7]2[CH:14]([CH3:16])[CH3:15].[OH-].[Na+]. Given the product [Cl:1][C:2]1[C:3]([O:32][CH3:33])=[C:4](/[C:17](/[CH2:30][CH3:31])=[C:18](/[F:29])\[CH:19]=[CH:20]\[C:21](\[CH3:28])=[CH:22]\[C:23]([OH:25])=[O:24])[CH:5]=[C:6]2[C:11]=1[O:10][C:9]([CH3:13])([CH3:12])[CH:8]=[C:7]2[CH:14]([CH3:16])[CH3:15], predict the reactants needed to synthesize it. (2) Given the product [C:1]([O:5][C:6](=[O:29])[NH:7][C@H:8]1[CH2:16][CH2:15][CH2:14][C@H:13]([CH2:17][CH3:18])[C@@H:12]([O:20][C:21]2[CH:22]=[CH:23][CH:24]=[CH:25][CH:26]=2)[C@H:11]([CH3:27])[O:10][C:9]1=[O:28])([CH3:2])([CH3:3])[CH3:4], predict the reactants needed to synthesize it. The reactants are: [C:1]([O:5][C:6](=[O:29])[NH:7][C@H:8]1[CH2:16][CH2:15][CH2:14][C@H:13]([CH2:17][CH2:18]Br)[C@@H:12]([O:20][C:21]2[CH:26]=[CH:25][CH:24]=[CH:23][CH:22]=2)[C@H:11]([CH3:27])[O:10][C:9]1=[O:28])([CH3:4])([CH3:3])[CH3:2].CC(N=NC(C#N)(C)C)(C#N)C.CCCC[SnH](CCCC)CCCC.[F-].[K+].